This data is from Full USPTO retrosynthesis dataset with 1.9M reactions from patents (1976-2016). The task is: Predict the reactants needed to synthesize the given product. (1) Given the product [CH3:22][C:19]1([CH3:23])[CH2:20][O:21][C:5]2([C:4]3[C:8](=[CH:9][CH:10]=[C:2]([NH:1][S:25]([CH3:24])(=[O:27])=[O:26])[CH:3]=3)[N:7]([CH2:11][C:12]([O:14][CH3:15])=[O:13])[C:6]2=[O:16])[O:17][CH2:18]1, predict the reactants needed to synthesize it. The reactants are: [NH2:1][C:2]1[CH:3]=[C:4]2[C:8](=[CH:9][CH:10]=1)[N:7]([CH2:11][C:12]([O:14][CH3:15])=[O:13])[C:6](=[O:16])[C:5]12[O:21][CH2:20][C:19]([CH3:23])([CH3:22])[CH2:18][O:17]1.[CH3:24][S:25](Cl)(=[O:27])=[O:26]. (2) Given the product [F:1][C:2]1[C:3]2[CH:4]=[C:5]3[C:14]4[N:15]=[C:16]([C:19]5[C:20]([N:40]([CH3:45])[S:41]([CH3:44])(=[O:43])=[O:42])=[CH:21][C:22]6[O:26][C:25]([C:27]7[CH:32]=[CH:31][C:30](=[O:33])[NH:29][CH:28]=7)=[C:24]([C:35]([NH:37][CH3:38])=[O:36])[C:23]=6[CH:39]=5)[CH:17]=[CH:18][C:13]=4[O:12][CH2:11][N:6]3[C:7]=2[CH:8]=[CH:9][CH:10]=1, predict the reactants needed to synthesize it. The reactants are: [F:1][C:2]1[C:3]2[CH:4]=[C:5]3[C:14]4[N:15]=[C:16]([C:19]5[C:20]([N:40]([CH3:45])[S:41]([CH3:44])(=[O:43])=[O:42])=[CH:21][C:22]6[O:26][C:25]([C:27]7[CH:28]=[N:29][C:30]([O:33]C)=[CH:31][CH:32]=7)=[C:24]([C:35]([NH:37][CH3:38])=[O:36])[C:23]=6[CH:39]=5)[CH:17]=[CH:18][C:13]=4[O:12][CH2:11][N:6]3[C:7]=2[CH:8]=[CH:9][CH:10]=1.Br.CC(O)=O. (3) Given the product [CH2:1]([O:3][C:4]([C:6]1[CH:10]=[C:9]([CH:13]=[O:14])[O:8][CH:7]=1)=[O:5])[CH3:2], predict the reactants needed to synthesize it. The reactants are: [CH2:1]([O:3][C:4]([C:6]1[CH:10]=[CH:9][O:8][CH:7]=1)=[O:5])[CH3:2].CN(C)[CH:13]=[O:14].P(Cl)(Cl)(Cl)=O.C(=O)([O-])[O-].[Na+].[Na+]. (4) Given the product [C:11]([C:8]1[CH:9]=[CH:10][C:2]([NH:15][C@H:16]2[CH2:20][CH2:19][N:18]([C:21]([O:23][C:24]([CH3:27])([CH3:26])[CH3:25])=[O:22])[CH2:17]2)=[C:3]2[C:7]=1[NH:6][C:5]([CH3:13])=[C:4]2[CH3:14])#[N:12], predict the reactants needed to synthesize it. The reactants are: Br[C:2]1[CH:10]=[CH:9][C:8]([C:11]#[N:12])=[C:7]2[C:3]=1[C:4]([CH3:14])=[C:5]([CH3:13])[NH:6]2.[NH2:15][C@H:16]1[CH2:20][CH2:19][N:18]([C:21]([O:23][C:24]([CH3:27])([CH3:26])[CH3:25])=[O:22])[CH2:17]1.O1CCOCC1.C([O-])([O-])=O.[Cs+].[Cs+]. (5) Given the product [Cl:1][C:2]1[C:7]2[O:8][CH2:9][O:10][C:6]=2[CH:5]=[C:4]([CH2:11][OH:12])[CH:3]=1, predict the reactants needed to synthesize it. The reactants are: [Cl:1][C:2]1[C:7]2[O:8][CH2:9][O:10][C:6]=2[CH:5]=[C:4]([CH:11]=[O:12])[CH:3]=1.[BH4-].[Na+].[NH4+].[Cl-]. (6) Given the product [ClH:36].[CH3:8][C:7]1([CH3:9])[CH2:6][CH:5]([O:10][C:11]2[CH:20]=[C:19]3[C:14]([CH:15]=[CH:16][C:17](=[O:21])[O:18]3)=[CH:13][CH:12]=2)[CH2:4][C:3]([CH3:23])([CH3:22])[NH:2]1, predict the reactants needed to synthesize it. The reactants are: C[N:2]1[C:7]([CH3:9])([CH3:8])[CH2:6][CH:5]([O:10][C:11]2[CH:20]=[C:19]3[C:14]([CH:15]=[CH:16][C:17](=[O:21])[O:18]3)=[CH:13][CH:12]=2)[CH2:4][C:3]1([CH3:23])[CH3:22].CCOC(/N=N/C(OCC)=O)=O.[ClH:36]. (7) The reactants are: [O:1]([C:3]1[CH:4]=[C:5]2[C:9](=[CH:10][CH:11]=1)[C:8](=O)[CH2:7][CH2:6]2)[CH3:2].Br[CH:14]([CH3:19])[C:15]([O:17]C)=[O:16]. Given the product [CH3:2][O:1][C:3]1[CH:4]=[C:5]2[C:9]([C:8]([CH:14]([CH3:19])[C:15]([OH:17])=[O:16])=[CH:7][CH2:6]2)=[CH:10][CH:11]=1, predict the reactants needed to synthesize it. (8) Given the product [CH:21]1([NH:24][C:25](=[O:26])[C:27]2[CH:32]=[C:31]([C:2]3[CH:3]=[C:4]4[C:8](=[CH:9][CH:10]=3)[N:7]([C:11]3[CH:16]=[CH:15][C:14]([S:17]([CH3:20])(=[O:19])=[O:18])=[CH:13][CH:12]=3)[N:6]=[CH:5]4)[C:30]([CH3:36])=[C:29]([F:37])[CH:28]=2)[CH2:22][CH2:23]1, predict the reactants needed to synthesize it. The reactants are: Br[C:2]1[CH:3]=[C:4]2[C:8](=[CH:9][CH:10]=1)[N:7]([C:11]1[CH:16]=[CH:15][C:14]([S:17]([CH3:20])(=[O:19])=[O:18])=[CH:13][CH:12]=1)[N:6]=[CH:5]2.[CH:21]1([NH:24][C:25]([C:27]2[CH:28]=[C:29]([F:37])[C:30]([CH3:36])=[C:31](B(O)O)[CH:32]=2)=[O:26])[CH2:23][CH2:22]1.C(=O)([O-])O.[Na+].